Predict the product of the given reaction. From a dataset of Forward reaction prediction with 1.9M reactions from USPTO patents (1976-2016). (1) Given the reactants Cl[C:2]1[C:3]([CH3:19])=[C:4]([CH3:18])[C:5]2[N:6]([CH:8]=[C:9]([C:11]3[CH:16]=[CH:15][C:14]([F:17])=[CH:13][CH:12]=3)[N:10]=2)[N:7]=1.[NH:20]1[CH2:25][CH2:24][NH:23][CH2:22][CH2:21]1, predict the reaction product. The product is: [F:17][C:14]1[CH:15]=[CH:16][C:11]([C:9]2[N:10]=[C:5]3[C:4]([CH3:18])=[C:3]([CH3:19])[C:2]([N:20]4[CH2:25][CH2:24][NH:23][CH2:22][CH2:21]4)=[N:7][N:6]3[CH:8]=2)=[CH:12][CH:13]=1. (2) Given the reactants [C:1]([O:6][CH:7]([O:9][C:10]([O:12][CH:13]1[CH2:18][C:17](=[O:19])[NH:16][C:14]1=[O:15])=[O:11])[CH3:8])(=[O:5])[CH:2]([CH3:4])[CH3:3].C(=O)(SC)O[CH2:22][CH2:23][CH:24]1CCCCC1, predict the reaction product. The product is: [CH:2]1([C:1]([O:6][CH:7]([O:9][C:10]([O:12][CH:13]2[CH2:18][C:17](=[O:19])[NH:16][C:14]2=[O:15])=[O:11])[CH3:8])=[O:5])[CH2:4][CH2:24][CH2:23][CH2:22][CH2:3]1. (3) Given the reactants [C:1]([O:5][C:6]([N:8]1[CH2:12][CH2:11][C@H:10]([NH:13][C:14]2[C:15]3[CH2:23][N:22](CC4C=CC=CC=4)[CH2:21][CH2:20][C:16]=3[N:17]=[CH:18][N:19]=2)[CH2:9]1)=[O:7])([CH3:4])([CH3:3])[CH3:2].C([O-])=O.C([NH+](CC)CC)C, predict the reaction product. The product is: [C:1]([O:5][C:6]([N:8]1[CH2:12][CH2:11][C@H:10]([NH:13][C:14]2[C:15]3[CH2:23][NH:22][CH2:21][CH2:20][C:16]=3[N:17]=[CH:18][N:19]=2)[CH2:9]1)=[O:7])([CH3:4])([CH3:2])[CH3:3]. (4) Given the reactants [CH3:1][Si:2]([CH3:33])([C:29]([CH3:32])([CH3:31])[CH3:30])[O:3][CH2:4][C@H:5]1[C@H:9]([O:10][CH:11]2[CH2:16][CH2:15][CH2:14][CH2:13][O:12]2)[CH2:8][C@H:7]([O:17][C@@H:18]([CH2:23][CH:24]=[CH2:25])[C:19]([O:21][CH3:22])=[O:20])[C@@H:6]1C=CC, predict the reaction product. The product is: [CH3:33][Si:2]([CH3:1])([C:29]([CH3:30])([CH3:32])[CH3:31])[O:3][CH2:4][C@@H:5]1[C@@H:6]2[C@@H:7]([O:17][C@@H:18]([C:19]([O:21][CH3:22])=[O:20])[CH2:23][CH:24]=[CH:25]2)[CH2:8][C@H:9]1[O:10][CH:11]1[CH2:16][CH2:15][CH2:14][CH2:13][O:12]1. (5) The product is: [CH3:5][O:4][C:2]([N:16]1[CH2:15][CH2:14][C:13]([C:10]2[CH:11]=[CH:12][C:7]([Br:6])=[CH:8][CH:9]=2)([OH:19])[CH2:18][CH2:17]1)=[O:3]. Given the reactants Cl[C:2]([O:4][CH3:5])=[O:3].[Br:6][C:7]1[CH:12]=[CH:11][C:10]([C:13]2([OH:19])[CH2:18][CH2:17][NH:16][CH2:15][CH2:14]2)=[CH:9][CH:8]=1, predict the reaction product. (6) Given the reactants [CH2:1]([O:8][CH2:9][C@@H:10]([NH:31]C(=O)OC(C)(C)C)[C:11]([N:13]1[CH2:30][CH2:29][CH2:28][C:15]2([C:19](=[O:20])[N:18]([CH3:21])[CH2:17][CH:16]2[C:22]2[CH:27]=[CH:26][CH:25]=[CH:24][CH:23]=2)[CH2:14]1)=[O:12])[C:2]1[CH:7]=[CH:6][CH:5]=[CH:4][CH:3]=1.C(O)(C(F)(F)F)=O, predict the reaction product. The product is: [NH2:31][C@H:10]([CH2:9][O:8][CH2:1][C:2]1[CH:3]=[CH:4][CH:5]=[CH:6][CH:7]=1)[C:11]([N:13]1[CH2:30][CH2:29][CH2:28][C:15]2([C:19](=[O:20])[N:18]([CH3:21])[CH2:17][CH:16]2[C:22]2[CH:27]=[CH:26][CH:25]=[CH:24][CH:23]=2)[CH2:14]1)=[O:12]. (7) Given the reactants [C:1]([C:3]1[CH:10]=[CH:9][C:6]([CH:7]=O)=[CH:5][CH:4]=1)#[N:2].Cl.[C:12]([O:16][C:17](=[O:21])[CH2:18][CH2:19][NH2:20])([CH3:15])([CH3:14])[CH3:13].C(O[BH-](OC(=O)C)OC(=O)C)(=O)C.[Na+].C(=O)(O)[O-].[Na+], predict the reaction product. The product is: [C:12]([O:16][C:17](=[O:21])[CH2:18][CH2:19][NH:20][CH2:7][C:6]1[CH:9]=[CH:10][C:3]([C:1]#[N:2])=[CH:4][CH:5]=1)([CH3:15])([CH3:14])[CH3:13].